Dataset: Catalyst prediction with 721,799 reactions and 888 catalyst types from USPTO. Task: Predict which catalyst facilitates the given reaction. (1) Reactant: [CH3:1][N:2]1[C:10]2[C:5](=[N:6][C:7]([C@@H:17]([NH2:19])[CH3:18])=[C:8]([N:11]3[CH2:16][CH2:15][O:14][CH2:13][CH2:12]3)[CH:9]=2)[CH:4]=[CH:3]1.[Cl:20][C:21]1[C:22]([NH2:29])=[N:23][C:24]([NH2:28])=[N:25][C:26]=1Cl.CCN(CC)CC. Product: [Cl:20][C:21]1[C:26]([NH:19][C@H:17]([C:7]2[N:6]=[C:5]3[CH:4]=[CH:3][N:2]([CH3:1])[C:10]3=[CH:9][C:8]=2[N:11]2[CH2:12][CH2:13][O:14][CH2:15][CH2:16]2)[CH3:18])=[N:25][C:24]([NH2:28])=[N:23][C:22]=1[NH2:29]. The catalyst class is: 3. (2) Reactant: [C:1]([NH:4][C:5]1[CH:6]=[C:7]([N:11]2[C:15]3[CH:16]=[CH:17][C:18]([C:20](O)=[O:21])=[CH:19][C:14]=3[N:13]=[CH:12]2)[CH:8]=[CH:9][CH:10]=1)(=[O:3])[CH3:2].CCN=C=[N:27][CH2:28][CH2:29][CH2:30][N:31]([CH3:33])C.[CH:34]1C=CC2N(O)N=NC=2[CH:39]=1.CCN(C(C)C)C(C)C. Product: [C:1]([NH:4][C:5]1[CH:6]=[C:7]([N:11]2[C:15]3[CH:16]=[CH:17][C:18]([C:20]([NH:27][CH2:28][C:29]4[CH:30]=[N:31][CH:33]=[CH:34][CH:39]=4)=[O:21])=[CH:19][C:14]=3[N:13]=[CH:12]2)[CH:8]=[CH:9][CH:10]=1)(=[O:3])[CH3:2]. The catalyst class is: 44.